This data is from Catalyst prediction with 721,799 reactions and 888 catalyst types from USPTO. The task is: Predict which catalyst facilitates the given reaction. (1) Reactant: C[O:2][C:3](=[O:39])[CH2:4][CH2:5][C:6]1([CH2:16][CH2:17][CH2:18][S:19][C:20]([C:33]2[CH:38]=[CH:37][CH:36]=[CH:35][CH:34]=2)([C:27]2[CH:32]=[CH:31][CH:30]=[CH:29][CH:28]=2)[C:21]2[CH:26]=[CH:25][CH:24]=[CH:23][CH:22]=2)[C:11](=[O:12])[O:10]C(C)(C)[O:8][C:7]1=[O:15].[OH-].[Na+]. The catalyst class is: 38. Product: [C:27]1([C:20]([C:33]2[CH:38]=[CH:37][CH:36]=[CH:35][CH:34]=2)([C:21]2[CH:26]=[CH:25][CH:24]=[CH:23][CH:22]=2)[S:19][CH2:18][CH2:17][CH2:16][C:6]([C:11]([OH:12])=[O:10])([C:7]([OH:15])=[O:8])[CH2:5][CH2:4][C:3]([OH:39])=[O:2])[CH:32]=[CH:31][CH:30]=[CH:29][CH:28]=1. (2) Reactant: C([NH:4][C@:5]1([C:22](NC(C)(C)C)=[O:23])[C@@H:9]([CH2:10][CH2:11][CH2:12][B:13]2[O:17]C(C)(C)C(C)(C)[O:14]2)[CH2:8][NH:7][CH2:6]1)(=O)C.S([O-])([O-])(=O)=O.[Na+].[Na+].C([NH:43][CH2:44][CH:45]=O)(OC(C)(C)C)=O.C(O[BH-](OC(=O)C)OC(=O)C)(=[O:49])C.[Na+].C(=O)([O-])[O-].[Na+].[Na+]. Product: [NH2:4][C@:5]1([C:22]([OH:23])=[O:49])[C@@H:9]([CH2:10][CH2:11][CH2:12][B:13]([OH:14])[OH:17])[CH2:8][N:7]([CH2:45][CH2:44][NH2:43])[CH2:6]1. The catalyst class is: 478.